Dataset: Full USPTO retrosynthesis dataset with 1.9M reactions from patents (1976-2016). Task: Predict the reactants needed to synthesize the given product. (1) Given the product [CH3:12][N:13]1[CH2:14][CH2:15][N:16]([C:19]2[CH:24]=[C:23]([C:25]3[CH:34]=[C:33]4[C:28]([CH2:29][CH2:30][N:31]([S:7]([C:1]5[CH:6]=[CH:5][CH:4]=[CH:3][CH:2]=5)(=[O:9])=[O:8])[CH2:32]4)=[CH:27][CH:26]=3)[N:22]=[C:21]([NH2:35])[N:20]=2)[CH2:17][CH2:18]1, predict the reactants needed to synthesize it. The reactants are: [C:1]1([S:7](Cl)(=[O:9])=[O:8])[CH:6]=[CH:5][CH:4]=[CH:3][CH:2]=1.Cl.[CH3:12][N:13]1[CH2:18][CH2:17][N:16]([C:19]2[CH:24]=[C:23]([C:25]3[CH:34]=[C:33]4[C:28]([CH2:29][CH2:30][NH:31][CH2:32]4)=[CH:27][CH:26]=3)[N:22]=[C:21]([NH2:35])[N:20]=2)[CH2:15][CH2:14]1. (2) Given the product [Br:8][C:6]1[N:7]=[C:2]([C:24]#[C:23][Si:19]([CH3:22])([CH3:21])[CH3:20])[C:3]([NH2:9])=[N:4][CH:5]=1, predict the reactants needed to synthesize it. The reactants are: Br[C:2]1[C:3]([NH2:9])=[N:4][CH:5]=[C:6]([Br:8])[N:7]=1.CCN(C(C)C)C(C)C.[Si:19]([C:23]#[CH:24])([CH3:22])([CH3:21])[CH3:20].